Regression. Given a peptide amino acid sequence and an MHC pseudo amino acid sequence, predict their binding affinity value. This is MHC class I binding data. From a dataset of Peptide-MHC class I binding affinity with 185,985 pairs from IEDB/IMGT. The peptide sequence is DTKCKNNYF. The MHC is HLA-A30:01 with pseudo-sequence HLA-A30:01. The binding affinity (normalized) is 0.0847.